This data is from Forward reaction prediction with 1.9M reactions from USPTO patents (1976-2016). The task is: Predict the product of the given reaction. (1) Given the reactants [C:1]([O:5][C:6]([NH:8][N:9]([C:19]([C:21]1[C:30](=[O:31])[C:29]2[C:24](=[CH:25][C:26]([Cl:32])=[CH:27][CH:28]=2)[NH:23][C:22]=1[C:33]([N:35]1[CH2:39][CH2:38][CH2:37][CH2:36]1)=[O:34])=[O:20])[CH2:10][C:11]1[CH:16]=[CH:15][C:14]([OH:17])=[C:13]([CH3:18])[CH:12]=1)=[O:7])([CH3:4])([CH3:3])[CH3:2].C(N(CC)CC)C.[CH3:47][N:48]([CH3:52])[C:49](Cl)=[O:50], predict the reaction product. The product is: [C:1]([O:5][C:6]([NH:8][N:9]([C:19]([C:21]1[C:30](=[O:31])[C:29]2[C:24](=[CH:25][C:26]([Cl:32])=[CH:27][CH:28]=2)[NH:23][C:22]=1[C:33]([N:35]1[CH2:36][CH2:37][CH2:38][CH2:39]1)=[O:34])=[O:20])[CH2:10][C:11]1[CH:16]=[CH:15][C:14]([O:17][C:49](=[O:50])[N:48]([CH3:52])[CH3:47])=[C:13]([CH3:18])[CH:12]=1)=[O:7])([CH3:4])([CH3:2])[CH3:3]. (2) Given the reactants [Br:1][C:2]1[N:7]=[CH:6][C:5]([CH:8]=[O:9])=[CH:4][CH:3]=1.[BH4-].[Na+].[Cl-].[NH4+], predict the reaction product. The product is: [Br:1][C:2]1[CH:3]=[CH:4][C:5]([CH2:8][OH:9])=[CH:6][N:7]=1. (3) Given the reactants P([O-])([O-])([O-])=O.[K+].[K+].[K+].[F:9][C:10]1[CH:11]=[C:12](B(O)O)[CH:13]=[C:14]([F:16])[CH:15]=1.CC(C1C=C(C(C)C)C(C2C=CC=CC=2P(C2CCCCC2)C2CCCCC2)=C(C(C)C)C=1)C.Cl[C:55]1[CH:56]=[C:57]([F:62])[C:58]([F:61])=[N:59][CH:60]=1, predict the reaction product. The product is: [F:9][C:10]1[CH:11]=[C:12]([C:55]2[CH:56]=[C:57]([F:62])[C:58]([F:61])=[N:59][CH:60]=2)[CH:13]=[C:14]([F:16])[CH:15]=1. (4) Given the reactants C(Cl)(=O)C(Cl)=O.CS(C)=O.[C:11]([O:15][C:16]([N:18]1[CH2:22][C@H:21]([C:23]2[CH:28]=[CH:27][CH:26]=[CH:25][CH:24]=2)[C@@H:20]([CH2:29][OH:30])[CH2:19]1)=[O:17])([CH3:14])([CH3:13])[CH3:12].C(N(C(C)C)CC)(C)C, predict the reaction product. The product is: [C:11]([O:15][C:16]([N:18]1[CH2:22][C@H:21]([C:23]2[CH:24]=[CH:25][CH:26]=[CH:27][CH:28]=2)[C@@H:20]([CH:29]=[O:30])[CH2:19]1)=[O:17])([CH3:14])([CH3:13])[CH3:12]. (5) Given the reactants [CH:1]1[C:10]2[C:5](=[CH:6][CH:7]=[CH:8][CH:9]=2)[CH:4]=[C:3]([C:11]2[NH:15][C:14]3[CH:16]=[CH:17][CH:18]=[C:19]([C:20](O)=[O:21])[C:13]=3[N:12]=2)[N:2]=1.CN(C(ON1N=NC2C=CC=CC1=2)=[N+](C)C)C.F[P-](F)(F)(F)(F)F.Cl.[NH2:48][CH:49]([CH2:58][C:59]1[CH:64]=[C:63]([F:65])[CH:62]=[C:61]([F:66])[CH:60]=1)[C:50]([NH:52][C:53]1[NH:54][CH:55]=[CH:56][N:57]=1)=[O:51], predict the reaction product. The product is: [F:65][C:63]1[CH:64]=[C:59]([CH2:58][CH:49]([NH:48][C:20]([C:19]2[C:13]3[N:12]=[C:11]([C:3]4[N:2]=[CH:1][C:10]5[C:5]([CH:4]=4)=[CH:6][CH:7]=[CH:8][CH:9]=5)[NH:15][C:14]=3[CH:16]=[CH:17][CH:18]=2)=[O:21])[C:50](=[O:51])[NH:52][C:53]2[NH:54][CH:55]=[CH:56][N:57]=2)[CH:60]=[C:61]([F:66])[CH:62]=1. (6) Given the reactants [CH3:1][O:2][C:3](=[O:17])[O:4][C:5]1[CH:10]=[CH:9][C:8]([NH:11][C:12]([O:14][CH3:15])=[O:13])=[C:7](I)[CH:6]=1.C(N(CC)CC)C.[Cl:25][CH2:26][CH2:27][CH2:28][C:29]#[CH:30], predict the reaction product. The product is: [CH3:1][O:2][C:3](=[O:17])[O:4][C:5]1[CH:10]=[CH:9][C:8]([NH:11][C:12]([O:14][CH3:15])=[O:13])=[C:7]([C:30]#[C:29][CH2:28][CH2:27][CH2:26][Cl:25])[CH:6]=1. (7) Given the reactants [CH3:1][C:2]([C:6]1[CH:11]=[CH:10][C:9]([N+:12]([O-:14])=[O:13])=[CH:8][CH:7]=1)([CH3:5])[CH2:3][OH:4].CCN(CC)CC.[CH3:22][S:23](Cl)(=[O:25])=[O:24], predict the reaction product. The product is: [CH3:22][S:23]([O:4][CH2:3][C:2]([CH3:1])([C:6]1[CH:11]=[CH:10][C:9]([N+:12]([O-:14])=[O:13])=[CH:8][CH:7]=1)[CH3:5])(=[O:25])=[O:24].